From a dataset of Peptide-MHC class II binding affinity with 134,281 pairs from IEDB. Regression. Given a peptide amino acid sequence and an MHC pseudo amino acid sequence, predict their binding affinity value. This is MHC class II binding data. The peptide sequence is VDVSEGDIVIYSKYG. The MHC is DRB5_0101 with pseudo-sequence DRB5_0101. The binding affinity (normalized) is 0.